From a dataset of Forward reaction prediction with 1.9M reactions from USPTO patents (1976-2016). Predict the product of the given reaction. Given the reactants [OH-].[Na+].C[O:4][C:5](=[O:31])[C:6]1[CH:11]=[CH:10][C:9]([O:12][CH2:13][CH2:14][CH2:15][CH:16]2[CH2:21][CH2:20][N:19]([C:22]3[CH:27]=[CH:26][C:25]([CH2:28][CH3:29])=[CH:24][N:23]=3)[CH2:18][CH2:17]2)=[CH:8][C:7]=1[CH3:30].Cl, predict the reaction product. The product is: [CH2:28]([C:25]1[CH:26]=[CH:27][C:22]([N:19]2[CH2:18][CH2:17][CH:16]([CH2:15][CH2:14][CH2:13][O:12][C:9]3[CH:10]=[CH:11][C:6]([C:5]([OH:31])=[O:4])=[C:7]([CH3:30])[CH:8]=3)[CH2:21][CH2:20]2)=[N:23][CH:24]=1)[CH3:29].